Dataset: Peptide-MHC class I binding affinity with 185,985 pairs from IEDB/IMGT. Task: Regression. Given a peptide amino acid sequence and an MHC pseudo amino acid sequence, predict their binding affinity value. This is MHC class I binding data. (1) The peptide sequence is QPLIGSRAF. The MHC is HLA-B07:02 with pseudo-sequence HLA-B07:02. The binding affinity (normalized) is 0.686. (2) The peptide sequence is IMYDSGAKY. The MHC is HLA-B39:01 with pseudo-sequence HLA-B39:01. The binding affinity (normalized) is 0.0847. (3) The peptide sequence is GPKVKQWPI. The MHC is HLA-B07:02 with pseudo-sequence HLA-B07:02. The binding affinity (normalized) is 0.203. (4) The peptide sequence is GRITTRHIG. The MHC is Mamu-B08 with pseudo-sequence Mamu-B08. The binding affinity (normalized) is 0.393. (5) The peptide sequence is VVLSWAPPV. The MHC is HLA-A02:01 with pseudo-sequence HLA-A02:01. The binding affinity (normalized) is 0.909. (6) The peptide sequence is AYISSEATTPV. The MHC is HLA-B57:01 with pseudo-sequence HLA-B57:01. The binding affinity (normalized) is 0. (7) The peptide sequence is TRSFTTHFL. The MHC is HLA-C07:01 with pseudo-sequence HLA-C07:01. The binding affinity (normalized) is 0.583. (8) The peptide sequence is EIIFLKLFKK. The MHC is HLA-A31:01 with pseudo-sequence HLA-A31:01. The binding affinity (normalized) is 0.723. (9) The peptide sequence is FPPTSFGPL. The MHC is BoLA-JSP.1 with pseudo-sequence BoLA-JSP.1. The binding affinity (normalized) is 0.0641.